Dataset: Forward reaction prediction with 1.9M reactions from USPTO patents (1976-2016). Task: Predict the product of the given reaction. (1) Given the reactants [CH:1]([O:4][C:5]1[CH:6]=[C:7]([CH:16]=[CH:17][C:18]=1[N+:19]([O-])=O)[CH2:8][N:9]1[CH2:14][CH2:13][N:12]([CH3:15])[CH2:11][CH2:10]1)([CH3:3])[CH3:2], predict the reaction product. The product is: [CH:1]([O:4][C:5]1[CH:6]=[C:7]([CH2:8][N:9]2[CH2:10][CH2:11][N:12]([CH3:15])[CH2:13][CH2:14]2)[CH:16]=[CH:17][C:18]=1[NH2:19])([CH3:3])[CH3:2]. (2) Given the reactants [NH2:1][C:2]1[S:3][CH:4]=[C:5]([C:7]2[CH:12]=[CH:11][CH:10]=[CH:9][CH:8]=2)[N:6]=1.[C:13]([N:20]1[CH:24]=[CH:23]N=C1)(N1C=CN=C1)=[O:14].[CH3:25][C:26]1[CH:31]=[C:30]([C:32]2[CH:37]=CC(N)=[CH:34][CH:33]=2)[CH:29]=[CH:28][N:27]=1.C(N(CC)CC)C, predict the reaction product. The product is: [CH3:25][C:26]1[CH:31]=[C:30]([C:32]2[CH:37]=[CH:23][C:24]([NH:20][C:13]([NH:1][C:2]3[S:3][CH:4]=[C:5]([C:7]4[CH:12]=[CH:11][CH:10]=[CH:9][CH:8]=4)[N:6]=3)=[O:14])=[CH:34][CH:33]=2)[CH:29]=[CH:28][N:27]=1. (3) Given the reactants [NH:1]1[CH2:6][CH2:5][CH:4]([N:7]2[CH2:10][C:9]([CH2:33][C:34]#[N:35])([N:11]3[CH:15]=[C:14]([C:16]4[C:17]5[CH:24]=[CH:23][N:22](COCC[Si](C)(C)C)[C:18]=5[N:19]=[CH:20][N:21]=4)[CH:13]=[N:12]3)[CH2:8]2)[CH2:3][CH2:2]1.N1(C[C:41]2[N:46]=[C:45]([C:47]([F:50])([F:49])[F:48])[N:44]=[C:43]([C:51]([OH:53])=O)[CH:42]=2)CCC1.Cl.[N:55]1([CH2:59]C2N=C(C(F)(F)F)N=C(C(O)=O)C=2)[CH2:58][CH2:57][CH2:56]1.C(N(CC)CC)C.F[P-](F)(F)(F)(F)F.C[N+](C)=C(N(C)C)ON1C2N=CC=CC=2N=N1, predict the reaction product. The product is: [N:55]1([CH2:59][C:42]2[C:43]([C:51]([N:1]3[CH2:6][CH2:5][CH:4]([N:7]4[CH2:10][C:9]([CH2:33][C:34]#[N:35])([N:11]5[CH:15]=[C:14]([C:16]6[C:17]7[CH:24]=[CH:23][NH:22][C:18]=7[N:19]=[CH:20][N:21]=6)[CH:13]=[N:12]5)[CH2:8]4)[CH2:3][CH2:2]3)=[O:53])=[N:44][C:45]([C:47]([F:48])([F:49])[F:50])=[N:46][CH:41]=2)[CH2:58][CH2:57][CH2:56]1. (4) Given the reactants [Cl:1][C:2]1[C:3]2[N:4]([C:15]([CH3:18])=[CH:16][CH:17]=2)[C:5]([C:8]([NH:10][CH2:11][CH2:12][O:13][CH3:14])=[O:9])=[CH:6][N:7]=1.[Br:19][C:20]1[CH:21]=[C:22]([CH:24]=[CH:25][CH:26]=1)[NH2:23].CS(O)(=O)=O.Cl, predict the reaction product. The product is: [ClH:1].[Br:19][C:20]1[CH:21]=[C:22]([NH:23][C:2]2[C:3]3[N:4]([C:15]([CH3:18])=[CH:16][CH:17]=3)[C:5]([C:8]([NH:10][CH2:11][CH2:12][O:13][CH3:14])=[O:9])=[CH:6][N:7]=2)[CH:24]=[CH:25][CH:26]=1. (5) Given the reactants Br[C:2]1[CH:7]=[CH:6][CH:5]=[C:4]([Br:8])[N:3]=1.[CH2:9]([O:11][C:12](=[O:17])[C:13](Br)([F:15])[F:14])[CH3:10].C(OC(=O)C)C.P([O-])([O-])(O)=O.[K+].[K+], predict the reaction product. The product is: [CH2:9]([O:11][C:12](=[O:17])[C:13]([C:2]1[CH:7]=[CH:6][CH:5]=[C:4]([Br:8])[N:3]=1)([F:15])[F:14])[CH3:10]. (6) Given the reactants [B:1](OC(C)C)([O:6]C(C)C)[O:2]C(C)C.[F:14][C:15]([O:18][C:19]1[CH:24]=[CH:23][C:22](Br)=[C:21]([F:26])[CH:20]=1)([F:17])[F:16].C([Li])CCC, predict the reaction product. The product is: [F:26][C:21]1[CH:20]=[C:19]([O:18][C:15]([F:17])([F:16])[F:14])[CH:24]=[CH:23][C:22]=1[B:1]([OH:6])[OH:2]. (7) Given the reactants [N:1]([CH:4]1[CH:10](O)[CH2:9][CH2:8][N:7]([C:12]([O:14][CH2:15][C:16]2[CH:21]=[CH:20][CH:19]=[CH:18][CH:17]=2)=[O:13])[CH2:6][CH2:5]1)=[N+:2]=[N-:3].COCCN(S(F)(F)[F:32])CCOC.C([O-])(O)=O.[Na+], predict the reaction product. The product is: [N:1]([CH:4]1[CH:10]([F:32])[CH2:9][CH2:8][N:7]([C:12]([O:14][CH2:15][C:16]2[CH:21]=[CH:20][CH:19]=[CH:18][CH:17]=2)=[O:13])[CH2:6][CH2:5]1)=[N+:2]=[N-:3]. (8) Given the reactants Br[C:2]1[CH:11]=[CH:10][C:5]([C:6]([O:8][CH3:9])=[O:7])=[C:4]([OH:12])[CH:3]=1.[CH2:13](C([Sn])=C(CCCC)CCCC)[CH2:14]CC.[Cl-].[Li+].[F-].[K+], predict the reaction product. The product is: [OH:12][C:4]1[CH:3]=[C:2]([CH:13]=[CH2:14])[CH:11]=[CH:10][C:5]=1[C:6]([O:8][CH3:9])=[O:7]. (9) Given the reactants [S:1]([C:5]1[CH:10]=[CH:9][C:8]([N:11]2[C:15](=[O:16])[CH:14]=[C:13]([CH3:17])[NH:12]2)=[CH:7][CH:6]=1)([OH:4])(=[O:3])=[O:2].[CH3:18]I, predict the reaction product. The product is: [S:1]([C:5]1[CH:6]=[CH:7][C:8]([N:11]2[C:15](=[O:16])[CH:14]=[C:13]([CH3:17])[N:12]2[CH3:18])=[CH:9][CH:10]=1)([OH:4])(=[O:2])=[O:3].